This data is from Catalyst prediction with 721,799 reactions and 888 catalyst types from USPTO. The task is: Predict which catalyst facilitates the given reaction. (1) Reactant: I[C:2]1[CH:3]=[C:4]([CH:19]=[CH:20][C:21]=1[CH3:22])[C:5]([NH:7][C:8]1[CH:13]=[CH:12][C:11]([O:14][C:15]([F:18])([F:17])[F:16])=[CH:10][CH:9]=1)=[O:6].[S:23]1[CH:27]=[CH:26][N:25]=[CH:24]1.CC([O-])=O.[K+]. Product: [CH3:22][C:21]1[CH:20]=[CH:19][C:4]([C:5]([NH:7][C:8]2[CH:13]=[CH:12][C:11]([O:14][C:15]([F:18])([F:17])[F:16])=[CH:10][CH:9]=2)=[O:6])=[CH:3][C:2]=1[C:27]1[S:23][CH:24]=[N:25][CH:26]=1. The catalyst class is: 318. (2) Reactant: CC[O-].[Na+].O=[C:6]1[CH2:13][CH2:12][CH2:11][CH2:10][CH2:9][CH2:8][CH:7]1[C:14]([O:16]CC)=O.[NH2:19][C:20]([NH2:22])=[S:21].Cl. Product: [SH:21][C:20]1[N:19]=[C:14]([OH:16])[C:7]2[CH2:8][CH2:9][CH2:10][CH2:11][CH2:12][CH2:13][C:6]=2[N:22]=1. The catalyst class is: 14. (3) Reactant: C[N:2]1[C:6](=[O:7])[CH2:5][CH2:4][CH2:3]1.Cl.Cl.NCC1[CH:17]=[CH:16][C:15]([NH:18][C:19]2[N:24]=[C:23]([NH:25][C:26]3[CH:31]=[CH:30][CH:29]=[C:28]([CH3:32])[CH:27]=3)[C:22]([C:33]([NH2:35])=[O:34])=[CH:21][N:20]=2)=[CH:14][CH:13]=1.C(N(CC)CC)C.C(OC(=O)C)(=O)C. Product: [C:6]([NH:2][CH2:3][C:4]1[CH:17]=[CH:16][C:15]([NH:18][C:19]2[N:24]=[C:23]([NH:25][C:26]3[CH:31]=[CH:30][CH:29]=[C:28]([CH3:32])[CH:27]=3)[C:22]([C:33]([NH2:35])=[O:34])=[CH:21][N:20]=2)=[CH:14][CH:13]=1)(=[O:7])[CH3:5]. The catalyst class is: 6. (4) Reactant: [N+](C1C=CC(C([O:10][C@@:11]([C:18]2[N:19]=[N:20][N:21]([CH2:23][C:24]3[CH:33]=[C:32]4[C:27]([C:28](Cl)=[CH:29][C:30]([C:34]#[N:35])=[N:31]4)=[CH:26][CH:25]=3)[CH:22]=2)([C:14]([F:17])([F:16])[F:15])[CH2:12][CH3:13])=O)=CC=1)([O-])=O.[Cl:39][C:40]1[CH:41]=[C:42](B(O)O)[CH:43]=[C:44]([Cl:46])[CH:45]=1.C([O-])([O-])=O.[Na+].[Na+]. Product: [Cl:39][C:40]1[CH:41]=[C:42]([C:28]2[C:27]3[C:32](=[CH:33][C:24]([CH2:23][N:21]4[CH:22]=[C:18]([C@:11]([OH:10])([C:14]([F:16])([F:17])[F:15])[CH2:12][CH3:13])[N:19]=[N:20]4)=[CH:25][CH:26]=3)[N:31]=[C:30]([C:34]#[N:35])[CH:29]=2)[CH:43]=[C:44]([Cl:46])[CH:45]=1. The catalyst class is: 104. (5) Reactant: [F:1][C:2]1([F:16])[O:6][C:5]2[CH:7]=[CH:8][C:9]([CH:11]=[CH:12][C:13](O)=[O:14])=[CH:10][C:4]=2[O:3]1.C(Cl)(=O)C(Cl)=O.[NH3:23]. Product: [F:1][C:2]1([F:16])[O:6][C:5]2[CH:7]=[CH:8][C:9]([CH:11]=[CH:12][C:13]([NH2:23])=[O:14])=[CH:10][C:4]=2[O:3]1. The catalyst class is: 213. (6) Reactant: [OH:1][C:2]1[CH:7]=[CH:6][C:5]([C:8]2[C:17]3[CH2:16][CH2:15][C@H:14]4[C@H:18]([CH3:25])[C:19](=[O:24])[CH:20]([C:22]#[N:23])[CH2:21][C@:13]4([C:26]4[CH:31]=[CH:30][CH:29]=[CH:28][CH:27]=4)[C:12]=3[N:11]=[C:10]([CH3:32])[N:9]=2)=[CH:4][CH:3]=1.ClC1C(=O)C(C#N)=C(C#N)C(=O)C=1Cl. Product: [OH:1][C:2]1[CH:7]=[CH:6][C:5]([C:8]2[C:17]3[CH2:16][CH2:15][C@H:14]4[C@H:18]([CH3:25])[C:19](=[O:24])[C:20]([C:22]#[N:23])=[CH:21][C@:13]4([C:26]4[CH:27]=[CH:28][CH:29]=[CH:30][CH:31]=4)[C:12]=3[N:11]=[C:10]([CH3:32])[N:9]=2)=[CH:4][CH:3]=1. The catalyst class is: 7.